From a dataset of Full USPTO retrosynthesis dataset with 1.9M reactions from patents (1976-2016). Predict the reactants needed to synthesize the given product. The reactants are: [O:1]1[C:5]2[CH:6]=[CH:7][C:8](/[CH:10]=[CH:11]/[C:12]3[N:17]=[C:16](O)[CH:15]=[C:14]([CH3:19])[N:13]=3)=[CH:9][C:4]=2[O:3][CH2:2]1.O=P(Cl)(Cl)[Cl:22]. Given the product [O:1]1[C:5]2[CH:6]=[CH:7][C:8](/[CH:10]=[CH:11]/[C:12]3[N:17]=[C:16]([Cl:22])[CH:15]=[C:14]([CH3:19])[N:13]=3)=[CH:9][C:4]=2[O:3][CH2:2]1, predict the reactants needed to synthesize it.